This data is from Reaction yield outcomes from USPTO patents with 853,638 reactions. The task is: Predict the reaction yield, written as a fraction of the theoretical maximum amount of product (1.0 means a 100% yield; for example, 0.34 means a 34% yield). The reactants are CC(C)([O-])C.[K+].[CH3:7][CH:8]([CH3:12])[C:9](=O)[CH3:10].[C:13](OCC)(=O)[C:14]([O:16][CH2:17][CH3:18])=[O:15].O.[NH2:24][NH2:25]. The catalyst is O1CCCC1.C(O)(=O)C. The product is [CH:8]([C:9]1[CH:10]=[C:13]([C:14]([O:16][CH2:17][CH3:18])=[O:15])[NH:25][N:24]=1)([CH3:12])[CH3:7]. The yield is 0.500.